From a dataset of Full USPTO retrosynthesis dataset with 1.9M reactions from patents (1976-2016). Predict the reactants needed to synthesize the given product. Given the product [C:1]([N:4]1[CH2:11][C:10]2[CH:12]=[CH:13][C:14]([C:16]3[O:20][CH:19]=[N:18][CH:17]=3)=[CH:15][C:9]=2[CH2:8][CH2:7][C:6]2[CH:21]=[CH:22][CH:23]=[CH:24][C:5]1=2)(=[O:3])[CH3:2], predict the reactants needed to synthesize it. The reactants are: [C:1]([N:4]1[CH2:11][C:10]2[CH:12]=[CH:13][C:14]([C:16]3[O:20][CH:19]=[N:18][CH:17]=3)=[CH:15][C:9]=2[CH:8]=[CH:7][C:6]2[CH:21]=[CH:22][CH:23]=[CH:24][C:5]1=2)(=[O:3])[CH3:2].